From a dataset of Reaction yield outcomes from USPTO patents with 853,638 reactions. Predict the reaction yield, written as a fraction of the theoretical maximum amount of product (1.0 means a 100% yield; for example, 0.34 means a 34% yield). (1) The reactants are [F-].C([N+](CCCC)(CCCC)CCCC)CCC.[F:19][C:20]1[CH:21]=[C:22]([CH:25]=[CH:26][C:27]=1[F:28])[CH:23]=[O:24].[F:29][C:30]([Si](C)(C)C)([F:32])[F:31].Cl. The catalyst is C1COCC1. The product is [F:19][C:20]1[CH:21]=[C:22]([CH:23]([OH:24])[C:30]([F:32])([F:31])[F:29])[CH:25]=[CH:26][C:27]=1[F:28]. The yield is 0.900. (2) The reactants are C([O:3][C:4](=[O:19])[CH2:5][CH2:6][NH:7][C:8](=[O:18])[CH2:9][CH2:10][CH2:11][C:12]1[CH:17]=[CH:16][CH:15]=[CH:14][CH:13]=1)C.[OH-].[Na+]. The catalyst is CCO.O. The product is [C:12]1([CH2:11][CH2:10][CH2:9][C:8]([NH:7][CH2:6][CH2:5][C:4]([OH:19])=[O:3])=[O:18])[CH:13]=[CH:14][CH:15]=[CH:16][CH:17]=1. The yield is 0.900. (3) The reactants are [OH2:1].Cl.O[NH2:4].C(=O)([O-])[O-].[Na+].[Na+].[O:11]1[C:15]2([CH2:20][CH2:19][CH2:18][CH2:17][CH2:16]2)[O:14][CH2:13][C@@H:12]1[CH:21]=O. The catalyst is C1COCC1. The product is [O:11]1[C:15]2([CH2:20][CH2:19][CH2:18][CH2:17][CH2:16]2)[O:14][CH2:13][C@@H:12]1[CH:21]=[N:4][OH:1]. The yield is 0.990. (4) The reactants are [CH3:1][N:2]1[C:10]2[C@@:9]3([CH3:14])[C:11]([CH3:13])([CH3:12])[C@H:6]([CH2:7][CH2:8]3)[C:5]=2[C:4](=[O:15])[NH:3]1.[CH3:16][O:17][C:18]1[CH:25]=[CH:24][C:21]([CH2:22]Br)=[CH:20][CH:19]=1. The yield is 0.300. The catalyst is CN(C)C=O. The product is [CH3:16][O:17][C:18]1[CH:25]=[CH:24][C:21]([CH2:22][N:3]2[C:4](=[O:15])[C:5]3[C@@H:6]4[C:11]([CH3:12])([CH3:13])[C@@:9]([CH3:14])([CH2:8][CH2:7]4)[C:10]=3[N:2]2[CH3:1])=[CH:20][CH:19]=1. (5) The reactants are Br[C:2]1[CH:3]=[CH:4][C:5]([CH2:8][S:9][C:10]2[C:20]3[CH2:19][CH2:18][N:17]([C:21]([O:23][C:24]([CH3:27])([CH3:26])[CH3:25])=[O:22])[CH2:16][CH2:15][C:14]=3[CH:13]=[CH:12][C:11]=2[Cl:28])=[N:6][CH:7]=1.[Br-].[CH:30]1([Zn+])[CH2:35][CH2:34][CH2:33][CH2:32][CH2:31]1.C1COCC1. The catalyst is C1C=CC([PH+]([C]2[CH][CH][CH][CH]2)C2C=CC=CC=2)=CC=1.C1C=CC([PH+]([C]2[CH][CH][CH][CH]2)C2C=CC=CC=2)=CC=1.C(Cl)Cl.Cl[Pd]Cl.[Fe]. The product is [C:24]([O:23][C:21]([N:17]1[CH2:18][CH2:19][C:20]2[C:10]([S:9][CH2:8][C:5]3[CH:4]=[CH:3][C:2]([CH:30]4[CH2:35][CH2:34][CH2:33][CH2:32][CH2:31]4)=[CH:7][N:6]=3)=[C:11]([Cl:28])[CH:12]=[CH:13][C:14]=2[CH2:15][CH2:16]1)=[O:22])([CH3:27])([CH3:26])[CH3:25]. The yield is 0.320. (6) The catalyst is CN(C=O)C. The product is [N:22]1[C:20]2[CH:10]=[CH:9][CH:13]=[CH:14][C:15]=2[NH:8][CH:1]=1. The yield is 0.540. The reactants are [C:1]([N:8]1[CH2:15][CH2:14][CH2:13][C@H:9]1[C:10](O)=O)(OC(C)(C)C)=O.C1C=CC2N(O)N=[N:22][C:20]=2C=1.CN1CCOCC1.C(Cl)CCl. (7) The reactants are [Cl:1][C:2]1[CH:24]=[CH:23][C:5]([CH2:6][N:7]2[C:16](=[O:17])[C:15]3[C:10](=[N:11][C:12]4[CH2:21][CH2:20][CH2:19][CH2:18][C:13]=4[N:14]=3)[NH:9][C:8]2=[O:22])=[CH:4][CH:3]=1.C([O-])([O-])=O.[K+].[K+].[C:31]([C:33]1[CH:34]=[C:35]([CH:38]=[CH:39][CH:40]=1)[CH2:36]Br)#[N:32]. The catalyst is CN(C=O)C. The product is [Cl:1][C:2]1[CH:24]=[CH:23][C:5]([CH2:6][N:7]2[C:16](=[O:17])[C:15]3[C:10](=[N:11][C:12]4[CH2:21][CH2:20][CH2:19][CH2:18][C:13]=4[N:14]=3)[N:9]([CH2:36][C:35]3[CH:34]=[C:33]([CH:40]=[CH:39][CH:38]=3)[C:31]#[N:32])[C:8]2=[O:22])=[CH:4][CH:3]=1. The yield is 0.850.